Dataset: TCR-epitope binding with 47,182 pairs between 192 epitopes and 23,139 TCRs. Task: Binary Classification. Given a T-cell receptor sequence (or CDR3 region) and an epitope sequence, predict whether binding occurs between them. (1) Result: 0 (the TCR does not bind to the epitope). The TCR CDR3 sequence is CASSLGPENEQFF. The epitope is FIAGLIAIV. (2) The epitope is KLGGALQAK. The TCR CDR3 sequence is CASSVLGLGNQPQHF. Result: 1 (the TCR binds to the epitope). (3) The epitope is RILGAGCFV. The TCR CDR3 sequence is CASSYDPSPTYEQYF. Result: 0 (the TCR does not bind to the epitope). (4) The epitope is PKYVKQNTLKLAT. The TCR CDR3 sequence is CASSLDLGLGSPLHF. Result: 1 (the TCR binds to the epitope).